This data is from Full USPTO retrosynthesis dataset with 1.9M reactions from patents (1976-2016). The task is: Predict the reactants needed to synthesize the given product. Given the product [N+:1]([C:4]1[CH:5]=[CH:6][C:7]2[O:12][C@:11]([CH3:18])([CH:13]([O:16][CH3:17])[O:14][CH3:15])[C@@H:10]([OH:19])[C@H:9]([N:29]([C:26]3[CH:25]=[CH:24][C:23]([C:22]([F:37])([F:36])[F:21])=[CH:28][CH:27]=3)[CH2:30][C:31]3[NH:35][CH:34]=[CH:33][N:32]=3)[C:8]=2[CH:20]=1)([O-:3])=[O:2], predict the reactants needed to synthesize it. The reactants are: [N+:1]([C:4]1[CH:5]=[CH:6][C:7]2[O:12][C@:11]([CH3:18])([CH:13]([O:16][CH3:17])[O:14][CH3:15])[C@H:10]3[O:19][C@H:9]3[C:8]=2[CH:20]=1)([O-:3])=[O:2].[F:21][C:22]([F:37])([F:36])[C:23]1[CH:28]=[CH:27][C:26]([NH:29][CH2:30][C:31]2[NH:32][CH:33]=[CH:34][N:35]=2)=[CH:25][CH:24]=1.